Predict which catalyst facilitates the given reaction. From a dataset of Catalyst prediction with 721,799 reactions and 888 catalyst types from USPTO. (1) Reactant: C([O:3][C:4]([N:6]1[CH2:11][CH2:10][N:9]([C:12](=[O:49])[C@@H:13]([NH:19][C:20]([C:22]2[CH:31]=[C:30]([O:32][CH2:33][C:34]([N:36]3[CH2:40][CH2:39][CH2:38][C@H:37]3[C:41](=[O:47])[NH:42][CH:43]3[CH2:46][CH2:45][CH2:44]3)=[O:35])[C:29]3[C:24](=[CH:25][C:26]([CH3:48])=[CH:27][CH:28]=3)[N:23]=2)=[O:21])[CH2:14][CH2:15][C:16](O)=[O:17])[CH2:8][CH2:7]1)=O)C.[B-](F)(F)(F)F.[CH3:55][CH2:56]OC(C(C#N)=NOC(N(C)C)=[N+](C)C)=O.[OH2:72].[NH2:73][NH2:74]. Product: [CH2:55]([O:72][C:4]([N:6]1[CH2:11][CH2:10][N:9]([C:12](=[O:49])[C@@H:13]([NH:19][C:20]([C:22]2[CH:31]=[C:30]([O:32][CH2:33][C:34]([N:36]3[CH2:40][CH2:39][CH2:38][C@H:37]3[C:41](=[O:47])[NH:42][CH:43]3[CH2:46][CH2:45][CH2:44]3)=[O:35])[C:29]3[C:24](=[CH:25][C:26]([CH3:48])=[CH:27][CH:28]=3)[N:23]=2)=[O:21])[CH2:14][CH2:15][C:16]([NH:73][NH2:74])=[O:17])[CH2:8][CH2:7]1)=[O:3])[CH3:56]. The catalyst class is: 34. (2) Reactant: C1([C:7](C2C=CC=CC=2)([O:13][Si](C)(C)C)[C@@H:8]2[CH2:12][CH2:11][CH2:10][NH:9]2)C=CC=CC=1.S(N[C:35](=[O:41])[O:36][C:37]([CH3:40])([CH3:39])[CH3:38])(C1C=CC(C)=CC=1)(=O)=O.C([O-])(=O)C.[Na+].C(=O)/C=C/CC. Product: [CH2:11]([C@@H:12]1[C@@H:8]([CH:7]=[O:13])[N:9]1[C:35]([O:36][C:37]([CH3:40])([CH3:39])[CH3:38])=[O:41])[CH3:10]. The catalyst class is: 22. (3) Reactant: [OH:1][C:2]1[CH:3]=[C:4]([CH:8]=[CH:9][CH:10]=1)[C:5]([NH2:7])=[O:6].[OH-].[NH4+].[Cl:13][CH2:14][CH2:15]Cl.C(=O)([O-])[O-].[K+].[K+]. Product: [Cl:13][CH2:14][CH2:15][O:1][C:2]1[CH:3]=[C:4]([CH:8]=[CH:9][CH:10]=1)[C:5]([NH2:7])=[O:6]. The catalyst class is: 10. (4) Reactant: [Br:1][C:2]1[C:3]([OH:11])=[N:4][CH:5]=[C:6]([CH:10]=1)[C:7]([OH:9])=[O:8].S(=O)(=O)(O)O.[CH3:17]COCC. Product: [Br:1][C:2]1[C:3]([OH:11])=[N:4][CH:5]=[C:6]([CH:10]=1)[C:7]([O:9][CH3:17])=[O:8]. The catalyst class is: 5. (5) Reactant: [NH2:1][CH2:2][CH2:3][S:4][S:5][CH2:6][CH2:7][NH:8][C:9](=[O:15])[O:10][C:11]([CH3:14])([CH3:13])[CH3:12].[C:16](O)(=[O:24])[C:17]1[C:18](=[CH:20][CH:21]=[CH:22][CH:23]=1)[OH:19].CCN=C=NCCCN(C)C. Product: [OH:19][C:18]1[CH:20]=[CH:21][CH:22]=[CH:23][C:17]=1[C:16]([NH:1][CH2:2][CH2:3][S:4][S:5][CH2:6][CH2:7][NH:8][C:9](=[O:15])[O:10][C:11]([CH3:12])([CH3:14])[CH3:13])=[O:24]. The catalyst class is: 2. (6) Reactant: [S:1]1[C:5]([C:6]2[CH:7]=[C:8]3[C:13](=[CH:14][CH:15]=2)[C:12]([Br:16])=[C:11]([O:17][CH2:18][C:19]#[N:20])[CH:10]=[CH:9]3)=[CH:4][C:3]2[CH:21]=[CH:22][CH:23]=[CH:24][C:2]1=2.[C:25]1([CH2:31][C:32](Cl)=[O:33])[CH:30]=[CH:29][CH:28]=[CH:27][CH:26]=1.[Sn](Cl)(Cl)(Cl)Cl. Product: [Br:16][C:12]1[C:13]2[C:8](=[CH:7][C:6]([C:5]3[S:1][C:2]4[CH:24]=[CH:23][CH:22]=[CH:21][C:3]=4[C:4]=3[C:32](=[O:33])[CH2:31][C:25]3[CH:30]=[CH:29][CH:28]=[CH:27][CH:26]=3)=[CH:15][CH:14]=2)[CH:9]=[CH:10][C:11]=1[O:17][CH2:18][C:19]#[N:20]. The catalyst class is: 22. (7) Reactant: [Br:1][C:2]1[C:10]2[C:5](=[N:6][CH:7]=[C:8]([F:11])[CH:9]=2)[NH:4][N:3]=1.C([O-])([O-])=O.[K+].[K+].Cl[C:19]1[CH:24]=[CH:23][CH:22]=[CH:21][C:20]=1[CH:25]([C:32]1[CH:37]=[CH:36][CH:35]=[CH:34][CH:33]=1)[C:26]1[CH:31]=[CH:30][CH:29]=[CH:28][CH:27]=1.C(OCC)(=O)C. Product: [Br:1][C:2]1[C:10]2[C:5](=[N:6][CH:7]=[C:8]([F:11])[CH:9]=2)[N:4]([C:25]([C:20]2[CH:21]=[CH:22][CH:23]=[CH:24][CH:19]=2)([C:32]2[CH:33]=[CH:34][CH:35]=[CH:36][CH:37]=2)[C:26]2[CH:27]=[CH:28][CH:29]=[CH:30][CH:31]=2)[N:3]=1. The catalyst class is: 18.